Dataset: Forward reaction prediction with 1.9M reactions from USPTO patents (1976-2016). Task: Predict the product of the given reaction. (1) Given the reactants [CH3:1][C@H:2]([O:6][C:7]1[N:15]=[C:14]2[C:10]([N:11]=[C:12]([O:22][CH3:23])[N:13]2C2CCCCO2)=[C:9]([NH2:24])[N:8]=1)[CH2:3][CH2:4][CH3:5].[F:25][C:26]([F:31])([F:30])[C:27]([OH:29])=[O:28], predict the reaction product. The product is: [F:25][C:26]([F:31])([F:30])[C:27]([OH:29])=[O:28].[CH3:1][C@H:2]([O:6][C:7]1[NH:8][C:9]([NH2:24])=[C:10]2[C:14]([N:15]=1)=[N:13][C:12]([O:22][CH3:23])=[N:11]2)[CH2:3][CH2:4][CH3:5]. (2) The product is: [CH2:16]([O:15][C:13](=[O:14])[CH2:12][O:10][CH2:9][CH2:8][C:5]1[CH:6]=[CH:7][C:2]([F:1])=[CH:3][CH:4]=1)[CH3:17]. Given the reactants [F:1][C:2]1[CH:7]=[CH:6][C:5]([CH2:8][CH2:9][OH:10])=[CH:4][CH:3]=1.I[CH2:12][C:13]([O:15][CH2:16][CH3:17])=[O:14].C(C1C=CC=C(C(C)(C)C)N=1)(C)(C)C, predict the reaction product. (3) Given the reactants [Cl:1][C:2]1[C:10]([CH2:11][S:12][C:13]2[CH:18]=[CH:17][C:16]([CH3:19])=[CH:15][C:14]=2[N+:20]([O-])=O)=[CH:9][C:5]2[O:6][CH2:7][O:8][C:4]=2[CH:3]=1.O.O.[Sn](Cl)Cl, predict the reaction product. The product is: [Cl:1][C:2]1[C:10]([CH2:11][S:12][C:13]2[CH:18]=[CH:17][C:16]([CH3:19])=[CH:15][C:14]=2[NH2:20])=[CH:9][C:5]2[O:6][CH2:7][O:8][C:4]=2[CH:3]=1. (4) Given the reactants [CH3:1][O:2][C:3]1[CH:15]=[CH:14][C:6]2[C:7]([CH2:10][C:11]([OH:13])=[O:12])=[CH:8][O:9][C:5]=2[CH:4]=1.B(Br)(Br)Br.Cl[CH2:21]Cl, predict the reaction product. The product is: [CH3:1][O:2][C:3]1[CH:15]=[CH:14][C:6]2[C:7]([CH2:10][C:11]([O:13][CH3:21])=[O:12])=[CH:8][O:9][C:5]=2[CH:4]=1.